Dataset: Full USPTO retrosynthesis dataset with 1.9M reactions from patents (1976-2016). Task: Predict the reactants needed to synthesize the given product. (1) Given the product [F:1][C:2]1[CH:7]=[CH:6][C:5]([N:8]2[C:12]([C:13]([OH:30])=[O:14])=[CH:11][C:10]([C:18]([F:21])([F:20])[F:19])=[N:9]2)=[CH:4][C:3]=1[C:22]#[N:23], predict the reactants needed to synthesize it. The reactants are: [F:1][C:2]1[CH:7]=[CH:6][C:5]([N:8]2[C:12]([C:13]3[O:14]C=CC=3)=[CH:11][C:10]([C:18]([F:21])([F:20])[F:19])=[N:9]2)=[CH:4][C:3]=1[C:22]#[N:23].C(Cl)(Cl)(Cl)Cl.I([O-])(=O)(=O)=[O:30].[Na+]. (2) Given the product [CH2:1]([C:3]1[CH:4]([Si:23]2([CH:15]3[C:2]4[C:18](=[C:10]([CH2:9][CH3:8])[CH:11]=[CH:3][CH:1]=4)[CH:17]=[C:16]3[CH2:31][CH3:32])[CH2:26][CH2:25][CH2:24]2)[C:5]2[C:10]([CH:11]=1)=[C:9]([CH2:12][CH3:13])[CH:8]=[CH:7][CH:6]=2)[CH3:2], predict the reactants needed to synthesize it. The reactants are: [CH2:1]([C:3]1[CH2:4][C:5]2[C:10]([CH:11]=1)=[C:9]([CH2:12][CH3:13])[CH:8]=[CH:7][CH:6]=2)[CH3:2].[Li][CH2:15][CH2:16][CH2:17][CH3:18].C([Cu])#N.Cl[Si:23]1(Cl)[CH2:26][CH2:25][CH2:24]1.CCO[CH2:31][CH3:32]. (3) Given the product [CH2:1]([O:8][C:9]([NH:11][C@H:12]([C:16]([O:18][CH2:19][CH2:20][C:21]1[CH:29]=[CH:28][C:24]([C:25]([O:27][CH2:49][Cl:50])=[O:26])=[CH:23][CH:22]=1)=[O:17])[CH:13]([CH3:15])[CH3:14])=[O:10])[C:2]1[CH:3]=[CH:4][CH:5]=[CH:6][CH:7]=1, predict the reactants needed to synthesize it. The reactants are: [CH2:1]([O:8][C:9]([NH:11][C@H:12]([C:16]([O:18][CH2:19][CH2:20][C:21]1[CH:29]=[CH:28][C:24]([C:25]([OH:27])=[O:26])=[CH:23][CH:22]=1)=[O:17])[CH:13]([CH3:15])[CH3:14])=[O:10])[C:2]1[CH:7]=[CH:6][CH:5]=[CH:4][CH:3]=1.[OH-].C([N+](CCCC)(CCCC)CCCC)CCC.I[CH2:49][Cl:50]. (4) Given the product [CH3:31][C:29]1[NH:28][N:27]=[C:26]([NH:25][C:11]2[N:12]=[C:13]([C:15]3[N:16]([CH3:24])[C:17]4[C:22]([CH:23]=3)=[CH:21][CH:20]=[CH:19][CH:18]=4)[N:14]=[C:9]([N:4]3[CH2:5][CH2:6][CH:36]([OH:37])[CH2:2][CH2:3]3)[CH:10]=2)[CH:30]=1, predict the reactants needed to synthesize it. The reactants are: N1(O)[CH2:6][CH2:5][NH:4][CH2:3][CH2:2]1.Cl[C:9]1[N:14]=[C:13]([C:15]2[N:16]([CH3:24])[C:17]3[C:22]([CH:23]=2)=[CH:21][CH:20]=[CH:19][CH:18]=3)[N:12]=[C:11]([NH:25][C:26]2[CH:30]=[C:29]([CH3:31])[NH:28][N:27]=2)[CH:10]=1.C(Cl)(Cl)Cl.[CH3:36][OH:37]. (5) Given the product [NH2:23][C:20]1[N:21]=[CH:22][C:17]([C:3]2[CH:4]=[CH:5][C:6]([C:25]3[C:26]([S:31]([NH:34][C@@H:35]4[CH2:40][CH2:39][CH2:38][CH2:37][C@@H:36]4[OH:41])(=[O:32])=[O:33])=[CH:27][CH:28]=[CH:29][CH:30]=3)=[CH:7][C:2]=2[F:1])=[CH:18][N:19]=1, predict the reactants needed to synthesize it. The reactants are: [F:1][C:2]1[CH:7]=[C:6](B2OC(C)(C)C(C)(C)O2)[CH:5]=[CH:4][C:3]=1[C:17]1[CH:18]=[N:19][C:20]([NH2:23])=[N:21][CH:22]=1.Br[C:25]1[CH:30]=[CH:29][CH:28]=[CH:27][C:26]=1[S:31]([NH:34][C@@H:35]1[CH2:40][CH2:39][CH2:38][CH2:37][C@@H:36]1[OH:41])(=[O:33])=[O:32]. (6) Given the product [Cl:13][C:9]1[CH:8]=[C:7]([C:5]([OH:6])([CH3:1])[CH3:4])[CH:12]=[CH:11][CH:10]=1, predict the reactants needed to synthesize it. The reactants are: [CH3:1][Mg]Br.[CH3:4][C:5]([C:7]1[CH:12]=[CH:11][CH:10]=[C:9]([Cl:13])[CH:8]=1)=[O:6].